Regression. Given two drug SMILES strings and cell line genomic features, predict the synergy score measuring deviation from expected non-interaction effect. From a dataset of NCI-60 drug combinations with 297,098 pairs across 59 cell lines. (1) Drug 1: CS(=O)(=O)C1=CC(=C(C=C1)C(=O)NC2=CC(=C(C=C2)Cl)C3=CC=CC=N3)Cl. Drug 2: CC1=C(C=C(C=C1)NC(=O)C2=CC=C(C=C2)CN3CCN(CC3)C)NC4=NC=CC(=N4)C5=CN=CC=C5. Cell line: EKVX. Synergy scores: CSS=1.15, Synergy_ZIP=-2.46, Synergy_Bliss=-8.92, Synergy_Loewe=-9.71, Synergy_HSA=-8.77. (2) Drug 1: CC12CCC3C(C1CCC2OP(=O)(O)O)CCC4=C3C=CC(=C4)OC(=O)N(CCCl)CCCl.[Na+]. Drug 2: COCCOC1=C(C=C2C(=C1)C(=NC=N2)NC3=CC=CC(=C3)C#C)OCCOC.Cl. Cell line: RXF 393. Synergy scores: CSS=-6.72, Synergy_ZIP=7.16, Synergy_Bliss=8.19, Synergy_Loewe=-5.35, Synergy_HSA=-0.751. (3) Drug 1: C1CCC(CC1)NC(=O)N(CCCl)N=O. Drug 2: C1=CC(=CC=C1CC(C(=O)O)N)N(CCCl)CCCl.Cl. Cell line: A549. Synergy scores: CSS=35.9, Synergy_ZIP=-4.04, Synergy_Bliss=5.40, Synergy_Loewe=4.99, Synergy_HSA=6.33. (4) Drug 1: C1CCC(C1)C(CC#N)N2C=C(C=N2)C3=C4C=CNC4=NC=N3. Drug 2: CC1=C(C(=O)C2=C(C1=O)N3CC4C(C3(C2COC(=O)N)OC)N4)N. Cell line: DU-145. Synergy scores: CSS=40.5, Synergy_ZIP=-6.57, Synergy_Bliss=-9.99, Synergy_Loewe=-42.1, Synergy_HSA=-7.91. (5) Drug 1: C1=CC=C(C(=C1)C(C2=CC=C(C=C2)Cl)C(Cl)Cl)Cl. Drug 2: COC1=NC(=NC2=C1N=CN2C3C(C(C(O3)CO)O)O)N. Cell line: MDA-MB-231. Synergy scores: CSS=-4.62, Synergy_ZIP=2.13, Synergy_Bliss=-0.603, Synergy_Loewe=-3.07, Synergy_HSA=-5.12. (6) Cell line: SR. Synergy scores: CSS=-5.49, Synergy_ZIP=-1.50, Synergy_Bliss=-14.2, Synergy_Loewe=-11.8, Synergy_HSA=-14.4. Drug 2: CC1=C(C(=CC=C1)Cl)NC(=O)C2=CN=C(S2)NC3=CC(=NC(=N3)C)N4CCN(CC4)CCO. Drug 1: CCCCCOC(=O)NC1=NC(=O)N(C=C1F)C2C(C(C(O2)C)O)O. (7) Drug 1: C1C(C(OC1N2C=C(C(=O)NC2=O)F)CO)O. Drug 2: C1=CC=C(C=C1)NC(=O)CCCCCCC(=O)NO. Cell line: OVCAR-8. Synergy scores: CSS=42.7, Synergy_ZIP=-11.1, Synergy_Bliss=-2.81, Synergy_Loewe=-2.07, Synergy_HSA=-0.0690.